This data is from Full USPTO retrosynthesis dataset with 1.9M reactions from patents (1976-2016). The task is: Predict the reactants needed to synthesize the given product. Given the product [C:15]([O-:30])(=[O:16])[CH3:17].[NH4+:11].[F:1][C:2]1[CH:7]=[C:6]([F:8])[CH:5]=[CH:4][C:3]=1[C:9]1[S:13]/[C:12](=[N:14]\[C:15]([C:17]23[CH2:26][CH:21]4[CH2:20][CH:19]([CH2:25][CH:23]([CH2:22]4)[CH2:24]2)[CH2:18]3)=[O:16])/[N:11]([CH2:28][CH:29]2[CH2:34][CH2:33][CH2:32][CH2:31][O:30]2)[CH:10]=1, predict the reactants needed to synthesize it. The reactants are: [F:1][C:2]1[CH:7]=[C:6]([F:8])[CH:5]=[CH:4][C:3]=1[C:9]1[S:13][C:12]([NH:14][C:15]([C:17]23[CH2:26][CH:21]4[CH2:22][CH:23]([CH2:25][CH:19]([CH2:20]4)[CH2:18]2)[CH2:24]3)=[O:16])=[N:11][CH:10]=1.Br[CH2:28][CH:29]1[CH2:34][CH2:33][CH2:32][CH2:31][O:30]1.[H-].[Na+].